From a dataset of Reaction yield outcomes from USPTO patents with 853,638 reactions. Predict the reaction yield, written as a fraction of the theoretical maximum amount of product (1.0 means a 100% yield; for example, 0.34 means a 34% yield). (1) The reactants are [NH2:1][CH2:2][C@@H:3]1[CH2:8][CH2:7][C@H:6]([NH:9][C:10]2[CH:19]=[CH:18][C:17]3[C:12](=[CH:13][CH:14]=[CH:15][CH:16]=3)[N:11]=2)[CH2:5][CH2:4]1.[F:20][C:21]1[CH:22]=[C:23]([CH:27]=[CH:28][C:29]=1[F:30])[C:24](O)=[O:25].CCN(CC)CC.C1C=CC2N(O)N=NC=2C=1.O.CCN=C=NCCCN(C)C.[ClH:60]. The catalyst is CN(C=O)C.O. The product is [ClH:60].[F:20][C:21]1[CH:22]=[C:23]([CH:27]=[CH:28][C:29]=1[F:30])[C:24]([NH:1][CH2:2][C@H:3]1[CH2:4][CH2:5][C@@H:6]([NH:9][C:10]2[CH:19]=[CH:18][C:17]3[C:12](=[CH:13][CH:14]=[CH:15][CH:16]=3)[N:11]=2)[CH2:7][CH2:8]1)=[O:25]. The yield is 0.770. (2) The reactants are [Br:1][C:2]1[CH:7]=[CH:6][C:5]([CH2:8]Br)=[CH:4][CH:3]=1.C(N(CC)CC)C.[CH:17]12[NH:24][CH:21]([CH2:22][CH2:23]1)[CH2:20][C:19](=[O:25])[CH2:18]2. The catalyst is C1COCC1. The product is [Br:1][C:2]1[CH:7]=[CH:6][C:5]([CH2:8][N:24]2[CH:17]3[CH2:23][CH2:22][CH:21]2[CH2:20][C:19](=[O:25])[CH2:18]3)=[CH:4][CH:3]=1. The yield is 0.900.